From a dataset of Catalyst prediction with 721,799 reactions and 888 catalyst types from USPTO. Predict which catalyst facilitates the given reaction. (1) Reactant: CO[C:3]([C:5]1[CH2:10][CH:9]([CH2:11][CH2:12][O:13][CH2:14][C:15]2[CH:20]=[CH:19][CH:18]=[CH:17][CH:16]=2)[CH2:8][CH2:7][CH:6]=1)=O.CC(C[AlH]CC(C)C)C.N1C=CC=CC=1.S(=O)(=O)=O. Product: [CH3:3][C:5]1[CH2:10][CH:9]([CH2:11][CH2:12][O:13][CH2:14][C:15]2[CH:16]=[CH:17][CH:18]=[CH:19][CH:20]=2)[CH2:8][CH2:7][CH:6]=1. The catalyst class is: 1. (2) Reactant: B(Br)(Br)Br.FC(F)(F)C(O)=O.[CH2:12]([N:14]([CH2:41][CH3:42])[C:15]([C:17]1[CH:18]=[CH:19][C:20]2[C:21](=[C:33]3[CH2:39][CH:38]4[NH:40][CH:35]([CH2:36][CH2:37]4)[CH2:34]3)[C:22]3[C:27]([O:28][C:29]=2[CH:30]=1)=[CH:26][C:25]([O:31]C)=[CH:24][CH:23]=3)=[O:16])[CH3:13].[OH-].[NH4+]. Product: [CH2:41]([N:14]([CH2:12][CH3:13])[C:15]([C:17]1[CH:18]=[CH:19][C:20]2[C:21](=[C:33]3[CH2:39][CH:38]4[NH:40][CH:35]([CH2:36][CH2:37]4)[CH2:34]3)[C:22]3[C:27]([O:28][C:29]=2[CH:30]=1)=[CH:26][C:25]([OH:31])=[CH:24][CH:23]=3)=[O:16])[CH3:42]. The catalyst class is: 4.